This data is from Forward reaction prediction with 1.9M reactions from USPTO patents (1976-2016). The task is: Predict the product of the given reaction. (1) Given the reactants O.O.Cl[Sn]Cl.[CH3:6][O:7][C:8]1[CH:9]=[C:10]([C:16]([C:20]2[CH:25]=[CH:24][C:23]([O:26][CH3:27])=[C:22]([N+:28]([O-])=O)[CH:21]=2)=[CH:17]C#N)[CH:11]=[C:12]([O:14][CH3:15])[CH:13]=1.[OH-].[Na+], predict the reaction product. The product is: [CH3:6][O:7][C:8]1[CH:9]=[C:10]([C:16]([C:20]2[CH:25]=[CH:24][C:23]([O:26][CH3:27])=[C:22]([NH2:28])[CH:21]=2)=[CH2:17])[CH:11]=[C:12]([O:14][CH3:15])[CH:13]=1. (2) Given the reactants Cl[C:2]1[CH:7]=[N:6][CH:5]=[C:4]([Cl:8])[N:3]=1.[CH:9]1([OH:19])[C:18]2[C:13](=[CH:14][CH:15]=[CH:16][CH:17]=2)[CH2:12][CH2:11][CH2:10]1.[H-].[Na+], predict the reaction product. The product is: [Cl:8][C:4]1[CH:5]=[N:6][CH:7]=[C:2]([O:19][CH:9]2[C:18]3[C:13](=[CH:14][CH:15]=[CH:16][CH:17]=3)[CH2:12][CH2:11][CH2:10]2)[N:3]=1. (3) Given the reactants CN(C(ON1N=NC2C=CC=NC1=2)=[N+](C)C)C.F[P-](F)(F)(F)(F)F.[C:25]([O:29][C:30]([NH:32][CH:33]([CH3:37])[C:34]([OH:36])=O)=[O:31])([CH3:28])([CH3:27])[CH3:26].[Cl:38][C:39]1[CH:44]=[C:43]([NH2:45])[N:42]=[C:41]([NH2:46])[CH:40]=1.CCN(C(C)C)C(C)C, predict the reaction product. The product is: [C:25]([O:29][C:30](=[O:31])[NH:32][CH:33]([C:34](=[O:36])[NH:46][C:41]1[CH:40]=[C:39]([Cl:38])[CH:44]=[C:43]([NH2:45])[N:42]=1)[CH3:37])([CH3:26])([CH3:27])[CH3:28]. (4) Given the reactants O=[C:2]1[C:10]2[C:5](=[CH:6][CH:7]=[C:8]([C:11]3[CH:12]=[C:13]([CH:16]=[CH:17][CH:18]=3)[C:14]#[N:15])[CH:9]=2)[CH2:4][C:3]21[CH2:24][CH2:23][CH2:22][C:21]1[CH:25]=[CH:26][CH:27]=[CH:28][C:20]=1[CH2:19]2.C[Si]([N:33]=[C:34]=[N:35][Si](C)(C)C)(C)C, predict the reaction product. The product is: [C:14]([C:13]1[CH:12]=[C:11]([C:8]2[CH:7]=[C:6]3[C:5](=[CH:10][CH:9]=2)[CH2:4][C:3]2([CH2:19][CH2:20][CH2:28][C:27]4[CH:23]=[CH:22][CH:21]=[CH:25][C:26]=4[CH2:2]2)[C:24]3=[N:35][C:34]#[N:33])[CH:18]=[CH:17][CH:16]=1)#[N:15]. (5) Given the reactants [NH2:1][C:2]1[N:10]=[C:9]([F:11])[CH:8]=[CH:7][C:3]=1[C:4]([OH:6])=O.[CH3:12][O:13][C:14]1[CH:15]=[C:16]([O:20][C:21]2[CH:22]=[C:23]([CH:26]=[CH:27][CH:28]=2)[CH2:24][NH2:25])[CH:17]=[CH:18][CH:19]=1.CN([P+](ON1N=NC2C=CC=CC1=2)(N(C)C)N(C)C)C.F[P-](F)(F)(F)(F)F.C(=O)(O)[O-].[Na+], predict the reaction product. The product is: [CH3:12][O:13][C:14]1[CH:15]=[C:16]([O:20][C:21]2[CH:22]=[C:23]([CH2:24][NH:25][C:4](=[O:6])[C:3]3[CH:7]=[CH:8][C:9]([F:11])=[N:10][C:2]=3[NH2:1])[CH:26]=[CH:27][CH:28]=2)[CH:17]=[CH:18][CH:19]=1. (6) Given the reactants [CH3:1][O:2][CH2:3][CH2:4][CH2:5][O:6][C:7]1[CH:33]=[CH:32][CH:31]=[CH:30][C:8]=1[C:9]([NH:11][CH2:12][C@H:13]([CH:27]([CH3:29])[CH3:28])[CH2:14][C@H:15]([NH:19][C:20](=[O:26])[O:21][C:22]([CH3:25])([CH3:24])[CH3:23])[C@@H:16]1[CH2:18][O:17]1)=[O:10].[N-:34]=[N+:35]=[N-:36].[Na+].[Cl-].[NH4+], predict the reaction product. The product is: [N:34]([CH2:18][C@@H:16]([C@@H:15]([NH:19][C:20](=[O:26])[O:21][C:22]([CH3:23])([CH3:25])[CH3:24])[CH2:14][C@H:13]([CH2:12][NH:11][C:9](=[O:10])[C:8]1[CH:30]=[CH:31][CH:32]=[CH:33][C:7]=1[O:6][CH2:5][CH2:4][CH2:3][O:2][CH3:1])[CH:27]([CH3:29])[CH3:28])[OH:17])=[N+:35]=[N-:36]. (7) The product is: [CH3:19][C:18]([N:26]1[CH2:27][CH2:28][C:29]([NH:34][C:35]2[CH:40]=[CH:39][CH:38]=[CH:37][CH:36]=2)([C:9]2[S:10][CH:11]=[C:7]([CH3:6])[N:8]=2)[CH2:30][CH2:31]1)([C:20]1[CH:21]=[CH:22][CH:23]=[CH:24][CH:25]=1)[CH3:17]. Given the reactants O1CCCC1.[CH3:6][C:7]1[N:8]=[CH:9][S:10][CH:11]=1.C([Li])CCC.[CH3:17][C:18]([N:26]1[CH2:31][CH2:30][C:29]([NH:34][C:35]2[CH:40]=[CH:39][CH:38]=[CH:37][CH:36]=2)(C#N)[CH2:28][CH2:27]1)([C:20]1[CH:25]=[CH:24][CH:23]=[CH:22][CH:21]=1)[CH3:19], predict the reaction product. (8) Given the reactants [C:1]([O:5][C:6]([N:8]1[CH2:13][CH2:12][NH:11][CH2:10][C@@H:9]1[CH2:14][CH:15]([CH3:17])[CH3:16])=[O:7])([CH3:4])([CH3:3])[CH3:2].[H-].[Na+].Cl[C:21]1[O:22][C:23]2[C:24](=[C:26]([C:30]([O:32][CH3:33])=[O:31])[CH:27]=[CH:28][CH:29]=2)[N:25]=1, predict the reaction product. The product is: [C:1]([O:5][C:6]([N:8]1[CH2:13][CH2:12][N:11]([C:21]2[O:22][C:23]3[C:24](=[C:26]([C:30]([O:32][CH3:33])=[O:31])[CH:27]=[CH:28][CH:29]=3)[N:25]=2)[CH2:10][C@@H:9]1[CH2:14][CH:15]([CH3:17])[CH3:16])=[O:7])([CH3:4])([CH3:3])[CH3:2]. (9) Given the reactants [Br:1][C:2]1[C:10]2[C:5](=[N:6][CH:7]=[CH:8][CH:9]=2)[NH:4][CH:3]=1.[H-].[Na+].[CH2:13]([O:15][C:16]1[CH:25]=[CH:24][C:23]2[C:18](=[CH:19][CH:20]=[CH:21][CH:22]=2)[C:17]=1[C:26](Cl)=[O:27])[CH3:14], predict the reaction product. The product is: [Br:1][C:2]1[C:10]2[C:5](=[N:6][CH:7]=[CH:8][CH:9]=2)[N:4]([C:26]([C:17]2[C:18]3[C:23](=[CH:22][CH:21]=[CH:20][CH:19]=3)[CH:24]=[CH:25][C:16]=2[O:15][CH2:13][CH3:14])=[O:27])[CH:3]=1. (10) Given the reactants [Br:1][C:2]1[CH:7]=[CH:6][CH:5]=[C:4]([C:8]([CH:11]2[CH2:13][CH2:12]2)([OH:10])[CH3:9])[C:3]=1[OH:14].C(=O)([O-])[O-].[K+].[K+].Br[CH2:22][C:23]([CH3:25])=[CH2:24], predict the reaction product. The product is: [Br:1][C:2]1[C:3]([O:14][CH2:24][C:23]([CH3:25])=[CH2:22])=[C:4]([C:8]([CH:11]2[CH2:12][CH2:13]2)([OH:10])[CH3:9])[CH:5]=[CH:6][CH:7]=1.